Dataset: Reaction yield outcomes from USPTO patents with 853,638 reactions. Task: Predict the reaction yield, written as a fraction of the theoretical maximum amount of product (1.0 means a 100% yield; for example, 0.34 means a 34% yield). The reactants are [OH:1][N:2]=[C:3](Cl)[C:4]1[C:8]([NH:9][CH2:10][CH2:11][O:12][CH3:13])=[N:7][O:6][N:5]=1.[NH2:15][C:16]1[CH:17]=[CH:18][C:19]([F:24])=[C:20]([CH:23]=1)[C:21]#[N:22]. No catalyst specified. The product is [C:21]([C:20]1[CH:23]=[C:16]([NH:15][C:3]([C:4]2[C:8]([NH:9][CH2:10][CH2:11][O:12][CH3:13])=[N:7][O:6][N:5]=2)=[N:2][OH:1])[CH:17]=[CH:18][C:19]=1[F:24])#[N:22]. The yield is 1.00.